This data is from Peptide-MHC class II binding affinity with 134,281 pairs from IEDB. The task is: Regression. Given a peptide amino acid sequence and an MHC pseudo amino acid sequence, predict their binding affinity value. This is MHC class II binding data. (1) The peptide sequence is FRILSSISLALVNSM. The MHC is H-2-IAb with pseudo-sequence H-2-IAb. The binding affinity (normalized) is 0.393. (2) The MHC is HLA-DPA10201-DPB11401 with pseudo-sequence HLA-DPA10201-DPB11401. The peptide sequence is AEAVKKFGYELEALA. The binding affinity (normalized) is 0.216. (3) The peptide sequence is HSLLRTQRLHKFLVC. The MHC is DRB1_0901 with pseudo-sequence DRB1_0901. The binding affinity (normalized) is 0.510. (4) The peptide sequence is PIVKDASIQVVSAIR. The MHC is HLA-DQA10501-DQB10301 with pseudo-sequence HLA-DQA10501-DQB10301. The binding affinity (normalized) is 0.663. (5) The peptide sequence is IPFVHLGHRDALEDD. The MHC is DRB1_1302 with pseudo-sequence DRB1_1302. The binding affinity (normalized) is 0.252. (6) The peptide sequence is NQFGSVPAVTISCMT. The MHC is DRB4_0101 with pseudo-sequence DRB4_0103. The binding affinity (normalized) is 0.411. (7) The peptide sequence is EMTYKNKVVKVLRPA. The MHC is DRB1_0301 with pseudo-sequence DRB1_0301. The binding affinity (normalized) is 0.564.